Task: Predict the product of the given reaction.. Dataset: Forward reaction prediction with 1.9M reactions from USPTO patents (1976-2016) (1) The product is: [CH2:2]([O:9][C:10]1[CH:11]=[CH:12][C:13]([CH3:19])=[C:14]([B:16]([OH:18])[OH:17])[CH:15]=1)[C:3]1[CH:8]=[CH:7][CH:6]=[CH:5][CH:4]=1. Given the reactants Br[CH2:2][C:3]1[CH:8]=[CH:7][CH:6]=[CH:5][CH:4]=1.[OH:9][C:10]1[CH:11]=[CH:12][C:13]([CH3:19])=[C:14]([B:16]([OH:18])[OH:17])[CH:15]=1.C(=O)([O-])[O-].[Cs+].[Cs+].CN(C=O)C, predict the reaction product. (2) Given the reactants [Cl:1][C:2]1[C:10]([CH3:11])=[C:9]([F:12])[CH:8]=[CH:7][C:3]=1[C:4](O)=[O:5].S(Cl)(Cl)=O.C[N:18](C=O)C, predict the reaction product. The product is: [Cl:1][C:2]1[C:10]([CH3:11])=[C:9]([F:12])[CH:8]=[CH:7][C:3]=1[C:4]([NH2:18])=[O:5]. (3) Given the reactants [CH:1]1([CH:4]([C:10]2[CH:15]=[CH:14][CH:13]=[C:12]([O:16][CH2:17][C:18]3[S:19][C:20]([C:33]4[CH:38]=[C:37]([O:39][CH3:40])[CH:36]=[CH:35][C:34]=4[F:41])=[C:21]([C:23]4[CH:28]=[CH:27][C:26]([C:29]([F:32])([F:31])[F:30])=[CH:25][CH:24]=4)[N:22]=3)[CH:11]=2)[CH2:5][C:6]([O:8]C)=[O:7])[CH2:3][CH2:2]1.[OH-].[Na+].Cl, predict the reaction product. The product is: [CH:1]1([CH:4]([C:10]2[CH:15]=[CH:14][CH:13]=[C:12]([O:16][CH2:17][C:18]3[S:19][C:20]([C:33]4[CH:38]=[C:37]([O:39][CH3:40])[CH:36]=[CH:35][C:34]=4[F:41])=[C:21]([C:23]4[CH:28]=[CH:27][C:26]([C:29]([F:30])([F:31])[F:32])=[CH:25][CH:24]=4)[N:22]=3)[CH:11]=2)[CH2:5][C:6]([OH:8])=[O:7])[CH2:3][CH2:2]1. (4) Given the reactants [OH:1][CH2:2][CH2:3][C:4]1[CH:5]=[N:6][NH:7][CH:8]=1.Cl[C:10]1[N:11]=[N:12][C:13](Cl)=[CH:14][CH:15]=1.[F:17][C:18]1[CH:26]=[C:25]2[C:21]([CH2:22][CH2:23][N:24]2[CH:27]2[CH2:32][CH2:31][NH:30][CH2:29][CH2:28]2)=[CH:20][CH:19]=1, predict the reaction product. The product is: [F:17][C:18]1[CH:26]=[C:25]2[C:21]([CH2:22][CH2:23][N:24]2[CH:27]2[CH2:32][CH2:31][N:30]([C:10]3[N:11]=[N:12][C:13]([N:6]4[CH:5]=[C:4]([CH2:3][CH2:2][OH:1])[CH:8]=[N:7]4)=[CH:14][CH:15]=3)[CH2:29][CH2:28]2)=[CH:20][CH:19]=1. (5) Given the reactants F[C:2]1[CH:10]=[CH:9][C:8]([S:11]([CH3:14])(=[O:13])=[O:12])=[CH:7][C:3]=1[C:4]([OH:6])=[O:5].C(=O)([O-])[O-].[Cs+].[Cs+].[CH3:21][S-:22].[Na+].Cl, predict the reaction product. The product is: [CH3:14][S:11]([C:8]1[CH:9]=[CH:10][C:2]([S:22][CH3:21])=[C:3]([CH:7]=1)[C:4]([OH:6])=[O:5])(=[O:13])=[O:12]. (6) Given the reactants [F:1][C:2]1[CH:29]=[CH:28][C:5]([CH2:6][NH:7][C:8]([C:10]2([CH2:23][CH2:24][CH2:25][CH2:26]Br)[C:22]3[CH:21]=[CH:20][CH:19]=[CH:18][C:17]=3[C:16]3[C:11]2=[CH:12][CH:13]=[CH:14][CH:15]=3)=[O:9])=[CH:4][CH:3]=1.[Cl:30][C:31]1[CH:40]=[CH:39][CH:38]=[C:37]2[C:32]=1[CH:33]=[CH:34][C:35]([N:41]1[CH2:46][C@H:45]([CH3:47])[NH:44][C@H:43]([CH3:48])[CH2:42]1)=[N:36]2, predict the reaction product. The product is: [F:1][C:2]1[CH:29]=[CH:28][C:5]([CH2:6][NH:7][C:8]([C:10]2([CH2:23][CH2:24][CH2:25][CH2:26][N:44]3[C@H:45]([CH3:47])[CH2:46][N:41]([C:35]4[CH:34]=[CH:33][C:32]5[C:37](=[CH:38][CH:39]=[CH:40][C:31]=5[Cl:30])[N:36]=4)[CH2:42][C@@H:43]3[CH3:48])[C:22]3[CH:21]=[CH:20][CH:19]=[CH:18][C:17]=3[C:16]3[C:11]2=[CH:12][CH:13]=[CH:14][CH:15]=3)=[O:9])=[CH:4][CH:3]=1. (7) Given the reactants [CH3:1][C:2]1[C:10]2[C:5](=[CH:6][CH:7]=[C:8]([NH2:11])[CH:9]=2)[NH:4][N:3]=1.[F:12][C:13]([F:24])([F:23])[C:14]1[N:19]=[CH:18][C:17]([CH2:20][C:21]#N)=[CH:16][CH:15]=1.[F:25][C:26]1[CH:31]=[CH:30][C:29]([C:32](=[O:36])[C:33](O)=[O:34])=[CH:28][CH:27]=1, predict the reaction product. The product is: [F:25][C:26]1[CH:27]=[CH:28][C:29]([C@H:32]([OH:36])[C:33]([N:11]([C:8]2[CH:9]=[C:10]3[C:5](=[CH:6][CH:7]=2)[NH:4][N:3]=[C:2]3[CH3:1])[CH2:21][CH2:20][C:17]2[CH:18]=[N:19][C:14]([C:13]([F:24])([F:23])[F:12])=[CH:15][CH:16]=2)=[O:34])=[CH:30][CH:31]=1.